This data is from CYP2D6 inhibition data for predicting drug metabolism from PubChem BioAssay. The task is: Regression/Classification. Given a drug SMILES string, predict its absorption, distribution, metabolism, or excretion properties. Task type varies by dataset: regression for continuous measurements (e.g., permeability, clearance, half-life) or binary classification for categorical outcomes (e.g., BBB penetration, CYP inhibition). Dataset: cyp2d6_veith. The drug is COc1ccc(NC(=O)N2CCCC3(CCN(C(=O)c4csnn4)CC3)C2)cc1. The result is 0 (non-inhibitor).